Dataset: Forward reaction prediction with 1.9M reactions from USPTO patents (1976-2016). Task: Predict the product of the given reaction. Given the reactants [C:1]([O:5][C:6]([NH:8][N:9]=[C:10]1[CH2:15][CH2:14][N:13]([C:16]([O:18][C:19]([CH3:22])([CH3:21])[CH3:20])=[O:17])[CH2:12][CH2:11]1)=[O:7])([CH3:4])([CH3:3])[CH3:2].C([BH3-])#N.[Na+], predict the reaction product. The product is: [C:1]([O:5][C:6]([NH:8][NH:9][CH:10]1[CH2:15][CH2:14][N:13]([C:16]([O:18][C:19]([CH3:22])([CH3:21])[CH3:20])=[O:17])[CH2:12][CH2:11]1)=[O:7])([CH3:4])([CH3:3])[CH3:2].